This data is from Full USPTO retrosynthesis dataset with 1.9M reactions from patents (1976-2016). The task is: Predict the reactants needed to synthesize the given product. (1) Given the product [ClH:46].[ClH:46].[CH3:1][O:2][C:3]([C:5]1[N:6]([CH2:26][CH2:39][N:40]2[CH2:45][CH2:44][N:43]([CH3:47])[CH2:42][CH2:41]2)[C:7]2[C:12]([C:13]=1[C:14]1[CH:15]=[CH:16][C:17]([O:20][CH3:21])=[CH:18][CH:19]=1)=[CH:11][C:10]([O:22][CH3:23])=[C:9]([O:24][CH3:25])[CH:8]=2)=[O:4], predict the reactants needed to synthesize it. The reactants are: [CH3:1][O:2][C:3]([C:5]1[N:6]([CH2:26]COS(C2C=CC(C)=CC=2)(=O)=O)[C:7]2[C:12]([C:13]=1[C:14]1[CH:19]=[CH:18][C:17]([O:20][CH3:21])=[CH:16][CH:15]=1)=[CH:11][C:10]([O:22][CH3:23])=[C:9]([O:24][CH3:25])[CH:8]=2)=[O:4].[CH3:39][N:40]1[CH2:45][CH2:44][NH:43][CH2:42][CH2:41]1.[ClH:46].[C:47](#N)C. (2) Given the product [NH2:14][C:9]1[CH:8]=[C:7]([NH:6][C:4](=[O:5])[CH2:3][N:2]([CH3:17])[CH3:1])[CH:12]=[CH:11][C:10]=1[CH3:13], predict the reactants needed to synthesize it. The reactants are: [CH3:1][N:2]([CH3:17])[CH2:3][C:4]([NH:6][C:7]1[CH:12]=[CH:11][C:10]([CH3:13])=[C:9]([N+:14]([O-])=O)[CH:8]=1)=[O:5]. (3) The reactants are: [F:1][C:2]1[CH:7]=[C:6]([F:8])[CH:5]=[CH:4][C:3]=1[C:9](=O)[C:10]#[C:11][CH3:12].N1C=CC=CC=1.Cl.[CH3:21][O:22][NH2:23].S([O-])([O-])(=O)=O.[Na+].[Na+]. Given the product [CH3:21][O:22]/[N:23]=[C:9](/[C:3]1[CH:4]=[CH:5][C:6]([F:8])=[CH:7][C:2]=1[F:1])\[C:10]#[C:11][CH3:12], predict the reactants needed to synthesize it. (4) The reactants are: [CH3:1][C:2]1[CH:3]=[C:4]([N:9]([C:13]2[NH:14][C:15](=[O:22])[NH:16][C:17](=[O:21])[C:18]=2[CH2:19][CH3:20])[C:10](=[O:12])[CH3:11])[CH:5]=[C:6]([CH3:8])[CH:7]=1.C[Si](C)(C)N[Si](C)(C)C.[CH2:32]([O:34][CH2:35]Cl)[CH3:33].Cl[Sn](Cl)(Cl)Cl.C(=O)(O)[O-].[Na+]. Given the product [CH3:8][C:6]1[CH:5]=[C:4]([N:9]([C:13]2[N:14]([CH2:35][O:34][CH2:32][CH3:33])[C:15](=[O:22])[NH:16][C:17](=[O:21])[C:18]=2[CH2:19][CH3:20])[C:10](=[O:12])[CH3:11])[CH:3]=[C:2]([CH3:1])[CH:7]=1, predict the reactants needed to synthesize it. (5) The reactants are: Br[C:2]1[CH:3]=[CH:4][C:5]([N:8]2[Si](C)(C)CC[Si]2(C)C)=[N:6][CH:7]=1.[CH2:17]([SH:19])[CH3:18].CC1(C)C2C(=C(P(C3C=CC=CC=3)C3C=CC=CC=3)C=CC=2)OC2C(P(C3C=CC=CC=3)C3C=CC=CC=3)=CC=CC1=2.CCN(C(C)C)C(C)C. Given the product [CH2:17]([S:19][C:2]1[CH:3]=[CH:4][C:5]([NH2:8])=[N:6][CH:7]=1)[CH3:18], predict the reactants needed to synthesize it. (6) Given the product [CH2:2]([N:9]1[CH2:13][CH2:12][C:11]([NH:26][C:29](=[O:38])[O:52][C:49]([CH3:51])([CH3:50])[CH3:48])([CH2:17][C:18]2[CH:19]=[CH:20][CH:21]=[CH:22][CH:23]=2)[CH2:10]1)[C:3]1[CH:4]=[CH:5][CH:6]=[CH:7][CH:8]=1, predict the reactants needed to synthesize it. The reactants are: Cl.[CH2:2]([N:9]1[CH2:13][CH2:12][C:11]([CH2:17][C:18]2[CH:23]=[CH:22][CH:21]=[CH:20][CH:19]=2)(C(O)=O)[CH2:10]1)[C:3]1[CH:8]=[CH:7][CH:6]=[CH:5][CH:4]=1.CC[N:26]([CH2:29]C)CC.C1(P(N=[N+]=[N-])(C2C=CC=CC=2)=[O:38])C=CC=CC=1.[CH3:48][C:49]([OH:52])([CH3:51])[CH3:50].